Dataset: Catalyst prediction with 721,799 reactions and 888 catalyst types from USPTO. Task: Predict which catalyst facilitates the given reaction. Reactant: [Br:1][C:2]1[CH:3]=[C:4]2[C:8](=[CH:9][CH:10]=1)[N:7]([S:11]([C:14]1[CH:20]=[CH:19][C:17]([CH3:18])=[CH:16][CH:15]=1)(=[O:13])=[O:12])[CH:6]=[C:5]2[C:21]([C:23]1[CH:28]=[CH:27][C:26]([C:29]([CH3:33])([CH3:32])[C:30]#[N:31])=[CH:25][CH:24]=1)=[O:22].[BH4-].[Na+]. Product: [Br:1][C:2]1[CH:3]=[C:4]2[C:8](=[CH:9][CH:10]=1)[N:7]([S:11]([C:14]1[CH:15]=[CH:16][C:17]([CH3:18])=[CH:19][CH:20]=1)(=[O:13])=[O:12])[CH:6]=[C:5]2[CH:21]([OH:22])[C:23]1[CH:28]=[CH:27][C:26]([C:29]([CH3:32])([CH3:33])[C:30]#[N:31])=[CH:25][CH:24]=1. The catalyst class is: 5.